This data is from Reaction yield outcomes from USPTO patents with 853,638 reactions. The task is: Predict the reaction yield, written as a fraction of the theoretical maximum amount of product (1.0 means a 100% yield; for example, 0.34 means a 34% yield). (1) The reactants are [CH3:1][C:2]1[CH:3]=[C:4]([SH:8])[CH:5]=[CH:6][CH:7]=1.CN(C=O)C.[H-].[Na+].[Si:16]([O:23][C@@H:24]1[C@H:28]([CH2:29][O:30][Si:31]([C:34]([CH3:37])([CH3:36])[CH3:35])([CH3:33])[CH3:32])[CH2:27][C@@H:26]([O:38][C:39]2[N:47]=[CH:46][N:45]=[C:44]3[C:40]=2[N:41]=[C:42](I)[N:43]3C2CCCCO2)[CH2:25]1)([C:19]([CH3:22])([CH3:21])[CH3:20])([CH3:18])[CH3:17]. No catalyst specified. The product is [Si:16]([O:23][C@@H:24]1[C@H:28]([CH2:29][O:30][Si:31]([C:34]([CH3:35])([CH3:36])[CH3:37])([CH3:32])[CH3:33])[CH2:27][C@@H:26]([O:38][C:39]2[N:47]=[CH:46][N:45]=[C:44]3[C:40]=2[N:41]=[C:42]([S:8][C:4]2[CH:5]=[CH:6][CH:7]=[C:2]([CH3:1])[CH:3]=2)[NH:43]3)[CH2:25]1)([C:19]([CH3:20])([CH3:21])[CH3:22])([CH3:17])[CH3:18]. The yield is 0.800. (2) The reactants are [NH2:1][C:2]1[CH:15]=[CH:14][C:13]2[S:12][C:11]3[C:6](=[CH:7][CH:8]=[CH:9][CH:10]=3)[C:5](=[O:16])[C:4]=2[CH:3]=1.[C:17](Cl)(=[O:21])[CH2:18][CH2:19][CH3:20].C(N(CC)CC)C. The catalyst is ClCCl. The product is [O:16]=[C:5]1[C:4]2[CH:3]=[C:2]([NH:1][C:17](=[O:21])[CH2:18][CH2:19][CH3:20])[CH:15]=[CH:14][C:13]=2[S:12][C:11]2[C:6]1=[CH:7][CH:8]=[CH:9][CH:10]=2. The yield is 0.900. (3) The reactants are [Cl-].O[NH3+:3].[C:4](=[O:7])([O-])[OH:5].[Na+].CS(C)=O.[OH:13][CH2:14][CH2:15][N:16]1[CH2:21][CH2:20][CH:19]([N:22]2[C:27](=[O:28])[C:26]([CH2:29][C:30]3[CH:35]=[CH:34][C:33]([C:36]4[C:37]([C:42]#[N:43])=[CH:38][CH:39]=[CH:40][CH:41]=4)=[CH:32][CH:31]=3)=[C:25]([CH2:44][CH2:45][CH3:46])[N:24]3[N:47]=[CH:48][N:49]=[C:23]23)[CH2:18][CH2:17]1. The catalyst is C(OCC)(=O)C. The product is [OH:13][CH2:14][CH2:15][N:16]1[CH2:17][CH2:18][CH:19]([N:22]2[C:27](=[O:28])[C:26]([CH2:29][C:30]3[CH:35]=[CH:34][C:33]([C:36]4[CH:41]=[CH:40][CH:39]=[CH:38][C:37]=4[C:42]4[NH:3][C:4](=[O:7])[O:5][N:43]=4)=[CH:32][CH:31]=3)=[C:25]([CH2:44][CH2:45][CH3:46])[N:24]3[N:47]=[CH:48][N:49]=[C:23]23)[CH2:20][CH2:21]1. The yield is 0.230. (4) The reactants are [CH3:1][O:2][C:3]1[CH:4]=[C:5]([CH2:11][CH2:12][N:13]([CH2:21][CH2:22][CH2:23][N:24]2[C:33](=[O:34])[CH2:32][C:31]3[CH:30]=[CH:29][C:28]4[N:35]=[C:36]([C:38]5[CH:43]=[CH:42][CH:41]=[CH:40][C:39]=5[O:44][CH3:45])[NH:37][C:27]=4[C:26]=3[C:25]2=[O:46])[C:14](=[O:20])[O:15][C:16]([CH3:19])([CH3:18])[CH3:17])[CH:6]=[CH:7][C:8]=1[O:9][CH3:10].Br[CH2:48][CH2:49][CH2:50]Br.[OH-].[Na+].[CH3:54][CH2:55]O. The catalyst is O. The product is [CH3:1][O:2][C:3]1[CH:4]=[C:5]([CH2:11][CH2:12][N:13]([CH2:21][CH2:22][CH2:23][N:24]2[C:33](=[O:34])[C:32]3([CH2:55][CH2:54][CH2:50][CH2:49][CH2:48]3)[C:31]3[CH:30]=[CH:29][C:28]4[N:35]=[C:36]([C:38]5[CH:43]=[CH:42][CH:41]=[CH:40][C:39]=5[O:44][CH3:45])[NH:37][C:27]=4[C:26]=3[C:25]2=[O:46])[C:14](=[O:20])[O:15][C:16]([CH3:17])([CH3:19])[CH3:18])[CH:6]=[CH:7][C:8]=1[O:9][CH3:10]. The yield is 0.430. (5) The reactants are [C:1]([C:5]1[CH:6]=[C:7]([CH:11]2[CH2:16][CH:15]([C:17](=[O:24])[CH2:18][C:19](OCC)=[O:20])[CH2:14][CH2:13][N:12]2[C:25]([O:27][CH3:28])=[O:26])[CH:8]=[CH:9][CH:10]=1)([CH3:4])([CH3:3])[CH3:2].[OH-].[Na+].[NH2:31]O.Cl. The catalyst is CO.O. The yield is 0.240. The product is [C:1]([C:5]1[CH:6]=[C:7]([C@H:11]2[CH2:16][C@@H:15]([C:17]3[O:24][NH:31][C:19](=[O:20])[CH:18]=3)[CH2:14][CH2:13][N:12]2[C:25]([O:27][CH3:28])=[O:26])[CH:8]=[CH:9][CH:10]=1)([CH3:4])([CH3:3])[CH3:2]. (6) The reactants are [CH3:1][C:2]1[C:10]2[C:5](=[CH:6][CH:7]=[CH:8][C:9]=2[NH:11][C:12]([C:14]2[N:18]3[CH:19]=[CH:20][C:21]([C:23]4[CH2:28][CH2:27][N:26](C(OC(C)(C)C)=O)[CH2:25][CH:24]=4)=[CH:22][C:17]3=[N:16][CH:15]=2)=[O:13])[N:4]([CH2:36][C:37]2[CH:42]=[CH:41][CH:40]=[C:39]([CH3:43])[N:38]=2)[N:3]=1.[ClH:44].[H][H]. The catalyst is CO.C(O)(C)C.[Pd]. The product is [ClH:44].[ClH:44].[ClH:44].[CH3:1][C:2]1[C:10]2[C:5](=[CH:6][CH:7]=[CH:8][C:9]=2[NH:11][C:12]([C:14]2[N:18]3[CH:19]=[CH:20][C:21]([CH:23]4[CH2:28][CH2:27][NH:26][CH2:25][CH2:24]4)=[CH:22][C:17]3=[N:16][CH:15]=2)=[O:13])[N:4]([CH2:36][C:37]2[CH:42]=[CH:41][CH:40]=[C:39]([CH3:43])[N:38]=2)[N:3]=1. The yield is 0.170.